From a dataset of Reaction yield outcomes from USPTO patents with 853,638 reactions. Predict the reaction yield, written as a fraction of the theoretical maximum amount of product (1.0 means a 100% yield; for example, 0.34 means a 34% yield). (1) The reactants are [N:1]1[C:10]2[C:5](=[CH:6][C:7]([CH2:11][N:12]3[C:16]4=[N:17][C:18]([C:21]5[CH:29]=[CH:28][C:24]([C:25]([OH:27])=O)=[CH:23][CH:22]=5)=[CH:19][CH:20]=[C:15]4[N:14]=[N:13]3)=[CH:8][CH:9]=2)[CH:4]=[CH:3][CH:2]=1.F[P-](F)(F)(F)(F)F.N1(O[P+](N(C)C)(N(C)C)N(C)C)C2C=CC=CC=2N=N1.C(N(CC)CC)C.[N:64]1([CH:69]2[CH2:74][CH2:73][NH:72][CH2:71][CH2:70]2)[CH2:68][CH2:67][CH2:66][CH2:65]1. The catalyst is O.CN(C=O)C.ClCCl. The product is [N:64]1([CH:69]2[CH2:74][CH2:73][N:72]([C:25]([C:24]3[CH:28]=[CH:29][C:21]([C:18]4[N:17]=[C:16]5[N:12]([CH2:11][C:7]6[CH:6]=[C:5]7[C:10](=[CH:9][CH:8]=6)[N:1]=[CH:2][CH:3]=[CH:4]7)[N:13]=[N:14][C:15]5=[CH:20][CH:19]=4)=[CH:22][CH:23]=3)=[O:27])[CH2:71][CH2:70]2)[CH2:68][CH2:67][CH2:66][CH2:65]1. The yield is 0.120. (2) The reactants are [CH2:1]([O:8][N:9]1[C:15](=[O:16])[N:14]2[CH2:17][C@H:10]1[CH2:11][CH2:12][C@H:13]2[C:18]([O:20]CC=C)=[O:19])[C:2]1[CH:7]=[CH:6][CH:5]=[CH:4][CH:3]=1.C(C(CCCC)C([O-])=O)C.[Na+].C1(N)CCCCC1. The yield is 0.750. The product is [CH2:1]([O:8][N:9]1[C:15](=[O:16])[N:14]2[CH2:17][C@H:10]1[CH2:11][CH2:12][C@H:13]2[C:18]([OH:20])=[O:19])[C:2]1[CH:7]=[CH:6][CH:5]=[CH:4][CH:3]=1. The catalyst is ClCCl.C(OCC)(=O)C.C1C=CC([P]([Pd]([P](C2C=CC=CC=2)(C2C=CC=CC=2)C2C=CC=CC=2)([P](C2C=CC=CC=2)(C2C=CC=CC=2)C2C=CC=CC=2)[P](C2C=CC=CC=2)(C2C=CC=CC=2)C2C=CC=CC=2)(C2C=CC=CC=2)C2C=CC=CC=2)=CC=1. (3) The reactants are Br[C:2]1[CH:3]=[C:4]([C@H:8]2[CH2:14][N:13]([C:15]3[N:16]([CH3:28])[C:17](=[O:27])[CH:18]=[C:19]([C:21]4[CH:26]=[CH:25][N:24]=[CH:23][N:22]=4)[N:20]=3)[CH2:12][CH2:11][CH2:10][O:9]2)[CH:5]=[CH:6][CH:7]=1.[CH3:29][N:30](C)C(=O)C. The catalyst is [C-]#N.[Zn+2].[C-]#N.[Pd].C1(P(C2C=CC=CC=2)C2C=CC=CC=2)C=CC=CC=1.C1(P(C2C=CC=CC=2)C2C=CC=CC=2)C=CC=CC=1.C1(P(C2C=CC=CC=2)C2C=CC=CC=2)C=CC=CC=1.C1(P(C2C=CC=CC=2)C2C=CC=CC=2)C=CC=CC=1. The product is [C:29]([C:2]1[CH:3]=[C:4]([C@@H:8]2[CH2:14][N:13]([C:15]3[N:16]([CH3:28])[C:17](=[O:27])[CH:18]=[C:19]([C:21]4[CH:26]=[CH:25][N:24]=[CH:23][N:22]=4)[N:20]=3)[CH2:12][CH2:11][CH2:10][O:9]2)[CH:5]=[CH:6][CH:7]=1)#[N:30]. The yield is 0.850. (4) The yield is 0.570. The catalyst is C(OCC)(=O)C. The reactants are [Cl-].O[NH3+:3].[C:4](=[O:7])([O-])[OH:5].[Na+].CS(C)=O.[CH:13]1([CH2:16][O:17][C:18]2[N:23]=[CH:22][C:21]([C:24]3[C:29](=[O:30])[N:28]([CH2:31][C:32]4[CH:37]=[CH:36][C:35]([C:38]5[C:39]([C:44]#[N:45])=[CH:40][CH:41]=[CH:42][CH:43]=5)=[CH:34][CH:33]=4)[C:27]([CH2:46][CH2:47][CH3:48])=[N:26][C:25]=3[CH2:49][CH3:50])=[CH:20][CH:19]=2)[CH2:15][CH2:14]1. The product is [CH:13]1([CH2:16][O:17][C:18]2[N:23]=[CH:22][C:21]([C:24]3[C:29](=[O:30])[N:28]([CH2:31][C:32]4[CH:37]=[CH:36][C:35]([C:38]5[CH:43]=[CH:42][CH:41]=[CH:40][C:39]=5[C:44]5[NH:3][C:4](=[O:7])[O:5][N:45]=5)=[CH:34][CH:33]=4)[C:27]([CH2:46][CH2:47][CH3:48])=[N:26][C:25]=3[CH2:49][CH3:50])=[CH:20][CH:19]=2)[CH2:15][CH2:14]1. (5) The reactants are [C:1]([O:5][C:6]([CH2:8][CH2:9][NH:10][CH:11]([CH3:16])[C:12]([O:14]C)=[O:13])=[O:7])([CH3:4])([CH3:3])[CH3:2].[OH-].[K+]. The catalyst is CO.O. The product is [C:1]([O:5][C:6]([CH2:8][CH2:9][NH:10][CH:11]([CH3:16])[C:12]([OH:14])=[O:13])=[O:7])([CH3:4])([CH3:2])[CH3:3]. The yield is 0.740. (6) The catalyst is [Cu].CCCCCC. The yield is 0.474. The product is [CH2:1]([C:11]1[C:18]2[S:17][C:16]3[C:19]([CH2:25][CH2:26][CH2:27][CH2:28][CH2:29][CH2:30][CH2:31][CH2:32][CH2:33][CH3:34])=[CH:20][S:21][C:15]=3[C:14]=2[S:13][CH:12]=1)[CH2:2][CH2:3][CH2:4][CH2:5][CH2:6][CH2:7][CH2:8][CH2:9][CH3:10]. The reactants are [CH2:1]([C:11]1[C:18]2[S:17][C:16]3[C:19]([CH2:25][CH2:26][CH2:27][CH2:28][CH2:29][CH2:30][CH2:31][CH2:32][CH2:33][CH3:34])=[C:20](C(O)=O)[S:21][C:15]=3[C:14]=2[S:13][C:12]=1C(O)=O)[CH2:2][CH2:3][CH2:4][CH2:5][CH2:6][CH2:7][CH2:8][CH2:9][CH3:10].N1C2C(=CC=CC=2)C=CC=1.C(=O)=O.